Dataset: CYP1A2 inhibition data for predicting drug metabolism from PubChem BioAssay. Task: Regression/Classification. Given a drug SMILES string, predict its absorption, distribution, metabolism, or excretion properties. Task type varies by dataset: regression for continuous measurements (e.g., permeability, clearance, half-life) or binary classification for categorical outcomes (e.g., BBB penetration, CYP inhibition). Dataset: cyp1a2_veith. (1) The molecule is Cc1ccc2occ(/C=C/C(=O)O)c(=O)c2c1. The result is 0 (non-inhibitor). (2) The molecule is CCn1cc(-c2nnnn2-c2ccc(Cl)cc2)c(=O)c2ccccc21. The result is 0 (non-inhibitor). (3) The compound is CN(Cc1ccco1)c1ccnc(-c2cccc(NS(C)(=O)=O)c2)n1. The result is 1 (inhibitor).